This data is from Reaction yield outcomes from USPTO patents with 853,638 reactions. The task is: Predict the reaction yield, written as a fraction of the theoretical maximum amount of product (1.0 means a 100% yield; for example, 0.34 means a 34% yield). (1) The reactants are O[Li].O.C([O:7][CH:8]1[C:12]2[N:13]=[CH:14][N:15]=[C:16]([N:17]3[CH2:22][CH2:21][N:20]([C:23]([O:25][C:26]([CH3:29])([CH3:28])[CH3:27])=[O:24])[CH2:19][CH2:18]3)[C:11]=2[C@H:10]([CH3:30])[CH2:9]1)(=O)C.C1COCC1.[NH4+].[Cl-]. The catalyst is O. The product is [OH:7][CH:8]1[C:12]2[N:13]=[CH:14][N:15]=[C:16]([N:17]3[CH2:22][CH2:21][N:20]([C:23]([O:25][C:26]([CH3:29])([CH3:28])[CH3:27])=[O:24])[CH2:19][CH2:18]3)[C:11]=2[C@H:10]([CH3:30])[CH2:9]1. The yield is 0.564. (2) The reactants are [CH3:1][O:2][C:3]1[CH:8]=[CH:7][C:6]([O:9][CH3:10])=[CH:5][C:4]=1[CH2:11][CH2:12][CH2:13][CH2:14][CH:15]=O.[CH3:17][CH2:18][CH2:19][NH:20][C@@H:21]1[CH2:26][C:25]2[S:27][C:28]([NH2:30])=[N:29][C:24]=2[CH2:23][CH2:22]1.[BH-](OC(C)=O)(OC(C)=O)OC(C)=O.[Na+]. The catalyst is C(Cl)Cl.CO. The product is [CH3:1][O:2][C:3]1[CH:8]=[CH:7][C:6]([O:9][CH3:10])=[CH:5][C:4]=1[CH2:11][CH2:12][CH2:13][CH2:14][CH2:15][N:20]([CH2:19][CH2:18][CH3:17])[C@@H:21]1[CH2:22][CH2:23][C:24]2[N:29]=[C:28]([NH2:30])[S:27][C:25]=2[CH2:26]1. The yield is 0.530. (3) The reactants are [Cl:1][C:2]1[CH:7]=[C:6]([Cl:8])[N:5]=[C:4]([S:9]([CH3:12])(=O)=O)[N:3]=1.[F:13][C:14]1[CH:29]=[CH:28][CH:27]=[C:26]([F:30])[C:15]=1[C:16]([NH:18][C:19]1[CH:24]=[CH:23]C(S)=[CH:21][CH:20]=1)=[O:17]. The catalyst is C(O)(C)(C)C. The product is [F:13][C:14]1[CH:29]=[CH:28][CH:27]=[C:26]([F:30])[C:15]=1[C:16]([NH:18][C:19]1[CH:20]=[CH:21][C:12]([S:9][C:4]2[N:3]=[C:2]([Cl:1])[CH:7]=[C:6]([Cl:8])[N:5]=2)=[CH:23][CH:24]=1)=[O:17]. The yield is 0.350. (4) The reactants are [C:1]1(=[O:22])[N:5]([CH2:6][CH:7]2[C:16]3[C:11](=[CH:12][CH:13]=[CH:14][CH:15]=3)[CH2:10][CH2:9][NH:8]2)[C:4](=[O:17])[C:3]2=[CH:18][CH:19]=[CH:20][CH:21]=[C:2]12.[CH3:23][C:24]([O:27][C:28](O[C:28]([O:27][C:24]([CH3:26])([CH3:25])[CH3:23])=[O:29])=[O:29])([CH3:26])[CH3:25].C([O-])(O)=O.[Na+]. The catalyst is C(Cl)Cl. The product is [C:4]1(=[O:17])[N:5]([CH2:6][CH:7]2[C:16]3[C:11](=[CH:12][CH:13]=[CH:14][CH:15]=3)[CH2:10][CH2:9][N:8]2[C:28]([O:27][C:24]([CH3:26])([CH3:25])[CH3:23])=[O:29])[C:1](=[O:22])[C:2]2=[CH:21][CH:20]=[CH:19][CH:18]=[C:3]12. The yield is 0.610. (5) The reactants are [C:1]([O:5][C:6]([N:8]1[CH2:12][CH2:11][CH2:10][CH:9]1[C:13]1[N:14]([CH2:19][O:20][CH2:21][CH2:22][Si:23]([CH3:26])([CH3:25])[CH3:24])[C:15](Br)=[CH:16][N:17]=1)=[O:7])([CH3:4])([CH3:3])[CH3:2].[Li]CCCC.[Cl-].[NH4+].[C:34](=O)(O)[O-:35].[Na+]. The catalyst is C1COCC1.CN(C=O)C.CCCCCC. The product is [C:1]([O:5][C:6]([N:8]1[CH2:12][CH2:11][CH2:10][CH:9]1[C:13]1[N:14]([CH2:19][O:20][CH2:21][CH2:22][Si:23]([CH3:26])([CH3:25])[CH3:24])[C:15]([CH:34]=[O:35])=[CH:16][N:17]=1)=[O:7])([CH3:4])([CH3:3])[CH3:2]. The yield is 0.450. (6) The yield is 0.456. The reactants are Cl[C:2]1[CH:7]=[C:6]([NH:8][C:9]2[CH:16]=[CH:15][CH:14]=[CH:13][C:10]=2[C:11]#[N:12])[C:5]([Cl:17])=[CH:4][N:3]=1.[CH2:18]([N:20]1[C:24]([NH2:25])=[CH:23][C:22]([CH3:26])=[N:21]1)[CH3:19].C1C=CC(P(C2C(C3C(P(C4C=CC=CC=4)C4C=CC=CC=4)=CC=C4C=3C=CC=C4)=C3C(C=CC=C3)=CC=2)C2C=CC=CC=2)=CC=1.C(=O)([O-])[O-].[Cs+].[Cs+]. The catalyst is O1CCOCC1.C([O-])(=O)C.[Pd+2].C([O-])(=O)C. The product is [Cl:17][C:5]1[C:6]([NH:8][C:9]2[CH:16]=[CH:15][CH:14]=[CH:13][C:10]=2[C:11]#[N:12])=[CH:7][C:2]([NH:25][C:24]2[N:20]([CH2:18][CH3:19])[N:21]=[C:22]([CH3:26])[CH:23]=2)=[N:3][CH:4]=1. (7) The reactants are [CH3:1][O:2][C:3](=[O:30])[CH:4]=[CH:5][C@H:6]([NH:22]C(OC(C)(C)C)=O)[CH2:7][C:8]1[CH:13]=[CH:12][C:11]([O:14][CH2:15][C:16]2[CH:21]=[CH:20][CH:19]=[CH:18][CH:17]=2)=[CH:10][CH:9]=1. The catalyst is C(O)(C(F)(F)F)=O. The product is [CH3:1][O:2][C:3](=[O:30])[CH:4]=[CH:5][CH:6]([NH2:22])[CH2:7][C:8]1[CH:13]=[CH:12][C:11]([O:14][CH2:15][C:16]2[CH:17]=[CH:18][CH:19]=[CH:20][CH:21]=2)=[CH:10][CH:9]=1. The yield is 0.980.